This data is from Full USPTO retrosynthesis dataset with 1.9M reactions from patents (1976-2016). The task is: Predict the reactants needed to synthesize the given product. (1) Given the product [C:35]([C:33]1[CH:32]=[CH:31][C:30]([OH:38])=[C:29]([S:26]([N:18]([CH2:19][C:20]2[N:21]=[C:22]([CH3:25])[S:23][CH:24]=2)[CH2:17][CH2:16][C:8]2[CH:9]=[CH:10][C:11]([CH:13]([CH3:14])[CH3:15])=[CH:12][C:7]=2[O:6][CH2:5][C:4]([OH:39])=[O:3])(=[O:27])=[O:28])[CH:34]=1)(=[NH:36])[NH2:37], predict the reactants needed to synthesize it. The reactants are: C([O:3][C:4](=[O:39])[CH2:5][O:6][C:7]1[CH:12]=[C:11]([CH:13]([CH3:15])[CH3:14])[CH:10]=[CH:9][C:8]=1[CH2:16][CH2:17][N:18]([S:26]([C:29]1[CH:34]=[C:33]([C:35](=[NH:37])[NH2:36])[CH:32]=[CH:31][C:30]=1[OH:38])(=[O:28])=[O:27])[CH2:19][C:20]1[N:21]=[C:22]([CH3:25])[S:23][CH:24]=1)C.[OH-].[Na+]. (2) The reactants are: [CH3:1][N:2]1[C:7]2=[CH:8][S:9][C:10](C)=[C:6]2[C:5](=[O:12])[N:4]([CH3:13])[C:3]1=[O:14].[Br:15][C:16]1[CH:21]=[CH:20][C:19]([C:22]2[O:26][N:25]=[C:24]([NH2:27])[CH:23]=2)=[CH:18][CH:17]=1.CCN=C=NC[CH2:34][CH2:35]N(C)C.Cl.C1C=CC2N([OH:49])N=NC=2C=1. Given the product [Br:15][C:16]1[CH:17]=[CH:18][C:19]([C:22]2[O:26][N:25]=[C:24]([NH:27][C:34](=[O:49])[CH2:35][C:7]3[C:6]4[C:5](=[O:12])[N:4]([CH3:13])[C:3](=[O:14])[N:2]([CH3:1])[C:10]=4[S:9][CH:8]=3)[CH:23]=2)=[CH:20][CH:21]=1, predict the reactants needed to synthesize it. (3) The reactants are: Br[CH2:2][CH:3]1[CH2:5][CH2:4]1.[CH:6]1([C:9]2[CH:10]=[C:11]([CH:14]=[C:15]([OH:18])[C:16]=2[I:17])[CH:12]=[O:13])[CH2:8][CH2:7]1.C(=O)([O-])[O-].[K+].[K+].CN(C=O)C. Given the product [CH:6]1([C:9]2[CH:10]=[C:11]([CH:14]=[C:15]([O:18][CH2:2][CH:3]3[CH2:5][CH2:4]3)[C:16]=2[I:17])[CH:12]=[O:13])[CH2:7][CH2:8]1, predict the reactants needed to synthesize it. (4) Given the product [CH3:1][O:2][CH:3]([O:36][CH3:37])[C:4]1[CH:5]=[CH:6][C:7]2[N:33]=[CH:38][N:10]([C:11]3[S:15][C:14]([C:16]([O:18][CH3:19])=[O:17])=[C:13]([O:20][C@@H:21]([C:23]4[CH:28]=[CH:27][CH:26]=[CH:25][C:24]=4[C:29]([F:32])([F:31])[F:30])[CH3:22])[CH:12]=3)[C:8]=2[CH:9]=1, predict the reactants needed to synthesize it. The reactants are: [CH3:1][O:2][CH:3]([O:36][CH3:37])[C:4]1[CH:5]=[CH:6][C:7]([N+:33]([O-])=O)=[C:8]([NH:10][C:11]2[S:15][C:14]([C:16]([O:18][CH3:19])=[O:17])=[C:13]([O:20][C@@H:21]([C:23]3[CH:28]=[CH:27][CH:26]=[CH:25][C:24]=3[C:29]([F:32])([F:31])[F:30])[CH3:22])[CH:12]=2)[CH:9]=1.[C:38]1(C)C=CC(S([O-])(=O)=O)=CC=1.[NH+]1C=CC=CC=1.[H][H]. (5) Given the product [CH3:18][O:17][C:11]1[C:12]([O:15][CH3:16])=[CH:13][C:14]2[C:5]3[S:4][C:3]([C:20]([O:22][CH3:23])=[O:21])=[C:2]([NH:1][C:26](=[O:27])[C:25]([F:36])([F:35])[F:24])[C:6]=3[CH:7]=[N:8][C:9]=2[CH:10]=1, predict the reactants needed to synthesize it. The reactants are: [NH2:1][C:2]1[C:6]2[CH:7]=[N:8][C:9]3[CH:10]=[C:11]([O:17][CH3:18])[C:12]([O:15][CH3:16])=[CH:13][C:14]=3[C:5]=2[S:4](=O)[C:3]=1[C:20]([O:22][CH3:23])=[O:21].[F:24][C:25]([F:36])([F:35])[C:26](O[C:26](=[O:27])[C:25]([F:36])([F:35])[F:24])=[O:27]. (6) Given the product [Cl:1][C:2]1[CH:3]=[C:4]2[C:9](=[CH:10][C:11]=1[C:12]([N:72]1[CH2:73][CH2:74][CH2:75][CH:71]1[CH2:63][CH2:64][C:65]1[CH:70]=[CH:69][CH:68]=[CH:67][CH:66]=1)=[O:14])[N:8]=[CH:7][N:6]=[C:5]2[NH:15][CH:16]([C:18]1[NH:22][C:21]2[CH:23]=[CH:24][C:25]([Cl:27])=[CH:26][C:20]=2[N:19]=1)[CH3:17], predict the reactants needed to synthesize it. The reactants are: [Cl:1][C:2]1[CH:3]=[C:4]2[C:9](=[CH:10][C:11]=1[C:12]([OH:14])=O)[N:8]=[CH:7][N:6]=[C:5]2[NH:15][CH:16]([C:18]1[NH:22][C:21]2[CH:23]=[CH:24][C:25]([Cl:27])=[CH:26][C:20]=2[N:19]=1)[CH3:17].FC1C(OC(N(C)C)=[N+](C)C)=C(F)C(F)=C(F)C=1F.F[P-](F)(F)(F)(F)F.C(N(C(C)C)CC)(C)C.[CH2:63]([CH:71]1[CH2:75][CH2:74][CH2:73][NH:72]1)[CH2:64][C:65]1[CH:70]=[CH:69][CH:68]=[CH:67][CH:66]=1. (7) Given the product [NH2:39][C:32]1[C:33]2[C:38](=[CH:37][CH:36]=[CH:35][CH:34]=2)[C:29]([C:2]2[N:3]=[C:4]([N:22]3[CH2:27][CH2:26][O:25][CH2:24][CH2:23]3)[C:5]3[S:10][C:9]([CH2:11][N:12]4[CH2:17][CH2:16][CH:15]([C:18]([OH:21])([CH3:20])[CH3:19])[CH2:14][CH2:13]4)=[CH:8][C:6]=3[N:7]=2)=[CH:30][N:31]=1, predict the reactants needed to synthesize it. The reactants are: Cl[C:2]1[N:3]=[C:4]([N:22]2[CH2:27][CH2:26][O:25][CH2:24][CH2:23]2)[C:5]2[S:10][C:9]([CH2:11][N:12]3[CH2:17][CH2:16][CH:15]([C:18]([OH:21])([CH3:20])[CH3:19])[CH2:14][CH2:13]3)=[CH:8][C:6]=2[N:7]=1.Br[C:29]1[C:38]2[C:33](=[CH:34][CH:35]=[CH:36][CH:37]=2)[C:32]([NH2:39])=[N:31][CH:30]=1.